This data is from Reaction yield outcomes from USPTO patents with 853,638 reactions. The task is: Predict the reaction yield, written as a fraction of the theoretical maximum amount of product (1.0 means a 100% yield; for example, 0.34 means a 34% yield). The yield is 0.800. The product is [F:42][C:38]1[CH:37]=[C:36]([CH:41]=[CH:40][CH:39]=1)[CH2:35][N:31]1[C:32]2[C:28](=[CH:27][C:26]([NH:25][C:23]3[C:24]4=[C:16]([CH2:15][N:12]5[CH2:11][CH2:10][CH:9]([NH:8][C:5](=[O:7])[CH3:6])[CH2:14][CH2:13]5)[CH:17]=[CH:18][N:19]4[N:20]=[CH:21][N:22]=3)=[CH:34][CH:33]=2)[CH:29]=[N:30]1. The catalyst is CO. The reactants are C(O[C:5](=[O:7])[CH3:6])(=O)C.[NH2:8][CH:9]1[CH2:14][CH2:13][N:12]([CH2:15][C:16]2[CH:17]=[CH:18][N:19]3[C:24]=2[C:23]([NH:25][C:26]2[CH:27]=[C:28]4[C:32](=[CH:33][CH:34]=2)[N:31]([CH2:35][C:36]2[CH:41]=[CH:40][CH:39]=[C:38]([F:42])[CH:37]=2)[N:30]=[CH:29]4)=[N:22][CH:21]=[N:20]3)[CH2:11][CH2:10]1.C([O-])([O-])=O.[K+].[K+].